This data is from NCI-60 drug combinations with 297,098 pairs across 59 cell lines. The task is: Regression. Given two drug SMILES strings and cell line genomic features, predict the synergy score measuring deviation from expected non-interaction effect. (1) Drug 1: C1=C(C(=O)NC(=O)N1)F. Drug 2: COC1=C2C(=CC3=C1OC=C3)C=CC(=O)O2. Cell line: UO-31. Synergy scores: CSS=25.0, Synergy_ZIP=-0.0245, Synergy_Bliss=-1.89, Synergy_Loewe=-5.90, Synergy_HSA=-3.05. (2) Drug 1: C1=CC(=CC=C1C#N)C(C2=CC=C(C=C2)C#N)N3C=NC=N3. Drug 2: C1=NC2=C(N=C(N=C2N1C3C(C(C(O3)CO)O)F)Cl)N. Cell line: SN12C. Synergy scores: CSS=23.3, Synergy_ZIP=-3.63, Synergy_Bliss=0.977, Synergy_Loewe=-26.8, Synergy_HSA=-13.4. (3) Cell line: A498. Synergy scores: CSS=1.87, Synergy_ZIP=-1.64, Synergy_Bliss=-0.261, Synergy_Loewe=-1.17, Synergy_HSA=-0.291. Drug 2: C1=CC=C(C=C1)NC(=O)CCCCCCC(=O)NO. Drug 1: C1CCN(CC1)CCOC2=CC=C(C=C2)C(=O)C3=C(SC4=C3C=CC(=C4)O)C5=CC=C(C=C5)O. (4) Drug 1: CC12CCC(CC1=CCC3C2CCC4(C3CC=C4C5=CN=CC=C5)C)O. Drug 2: CCC1=CC2CC(C3=C(CN(C2)C1)C4=CC=CC=C4N3)(C5=C(C=C6C(=C5)C78CCN9C7C(C=CC9)(C(C(C8N6C)(C(=O)OC)O)OC(=O)C)CC)OC)C(=O)OC.C(C(C(=O)O)O)(C(=O)O)O. Cell line: MALME-3M. Synergy scores: CSS=40.7, Synergy_ZIP=3.88, Synergy_Bliss=3.78, Synergy_Loewe=-11.5, Synergy_HSA=4.21.